Dataset: Forward reaction prediction with 1.9M reactions from USPTO patents (1976-2016). Task: Predict the product of the given reaction. (1) Given the reactants C([Li])CCC.C[Si]([O:10][CH2:11][C:12]#[CH:13])(C)C.[CH2:14]([N:21]1[C@@H:26]2[C@H:27]([S:29]([C:32]3[CH:37]=[CH:36][CH:35]=[CH:34][CH:33]=3)(=[O:31])=[O:30])[CH2:28][C@@:22]1([C:39]1[CH:44]=[CH:43][CH:42]=[CH:41][CH:40]=1)[C:23](=[O:38])[CH2:24][CH2:25]2)[C:15]1[CH:20]=[CH:19][CH:18]=[CH:17][CH:16]=1, predict the reaction product. The product is: [CH2:14]([N:21]1[CH:26]2[CH:27]([S:29]([C:32]3[CH:33]=[CH:34][CH:35]=[CH:36][CH:37]=3)(=[O:30])=[O:31])[CH2:28][C:22]1([C:39]1[CH:44]=[CH:43][CH:42]=[CH:41][CH:40]=1)[C:23]([C:13]#[C:12][CH2:11][OH:10])([OH:38])[CH2:24][CH2:25]2)[C:15]1[CH:20]=[CH:19][CH:18]=[CH:17][CH:16]=1. (2) Given the reactants C([Li])CCC.[Br-].C1([C:13]([PH3+])([C:20]2[CH:25]=[CH:24]C=[CH:22][CH:21]=2)C2C=CC=CC=2)C=CC=CC=1.[C:27]([O:31][C:32]([N:34]1CCC(C=O)C1)=[O:33])([CH3:30])([CH3:29])[CH3:28].[Cl-].[NH4+], predict the reaction product. The product is: [C:27]([O:31][C:32]([N:34]1[CH2:24][CH2:25][CH:20]([CH:21]=[CH2:22])[CH2:13]1)=[O:33])([CH3:30])([CH3:29])[CH3:28]. (3) The product is: [CH3:44][C:43]1[CH:42]=[CH:41][CH:40]=[C:39]([CH3:45])[C:38]=1[NH:35][C:36]([NH:1][C:2]1[C:3]([C:12]([N:14]([CH2:21][C:22]2[CH:27]=[CH:26][CH:25]=[CH:24][N:23]=2)[CH2:15][C:16]([O:18][CH2:19][CH3:20])=[O:17])=[O:13])=[CH:4][C:5]2[C:10]([CH:11]=1)=[CH:9][CH:8]=[CH:7][CH:6]=2)=[O:37]. Given the reactants [NH2:1][C:2]1[C:3]([C:12]([N:14]([CH2:21][C:22]2[CH:27]=[CH:26][CH:25]=[CH:24][N:23]=2)[CH2:15][C:16]([O:18][CH2:19][CH3:20])=[O:17])=[O:13])=[CH:4][C:5]2[C:10]([CH:11]=1)=[CH:9][CH:8]=[CH:7][CH:6]=2.C(N(CC)CC)C.[N:35]([C:38]1[C:43]([CH3:44])=[CH:42][CH:41]=[CH:40][C:39]=1[CH3:45])=[C:36]=[O:37], predict the reaction product. (4) Given the reactants C[O:2][C:3]1[CH:4]=[C:5]([C:9]2[C:10]([NH2:20])=[N:11][NH:12][C:13]=2[C:14]2[CH:19]=[CH:18][N:17]=[CH:16][CH:15]=2)[CH:6]=[CH:7][CH:8]=1.Cl.N1C=CC=CC=1, predict the reaction product. The product is: [NH2:20][C:10]1[C:9]([C:5]2[CH:4]=[C:3]([OH:2])[CH:8]=[CH:7][CH:6]=2)=[C:13]([C:14]2[CH:19]=[CH:18][N:17]=[CH:16][CH:15]=2)[NH:12][N:11]=1. (5) Given the reactants CN(C(ON1N=NC2C=CC=NC1=2)=[N+](C)C)C.F[P-](F)(F)(F)(F)F.[CH3:25][O:26][C:27]1[CH:32]=[CH:31][C:30]([C:33]2[CH:38]=[CH:37][C:36]([C:39]([OH:41])=O)=[C:35]([N+:42]([O-:44])=[O:43])[CH:34]=2)=[CH:29][CH:28]=1.Cl.[CH3:46][C:47]([O:50][C@H:51]([CH3:58])[C@@H:52]([C:54]([O:56][CH3:57])=[O:55])[NH2:53])([CH3:49])[CH3:48].C(N(C(C)C)CC)(C)C, predict the reaction product. The product is: [CH3:49][C:47]([O:50][C@H:51]([CH3:58])[C@@H:52]([C:54]([O:56][CH3:57])=[O:55])[NH:53][C:39]([C:36]1[CH:37]=[CH:38][C:33]([C:30]2[CH:29]=[CH:28][C:27]([O:26][CH3:25])=[CH:32][CH:31]=2)=[CH:34][C:35]=1[N+:42]([O-:44])=[O:43])=[O:41])([CH3:46])[CH3:48]. (6) Given the reactants [OH:1][C:2]1[CH:7]=[CH:6][CH:5]=[CH:4][C:3]=1[C:8](=[O:10])[CH3:9].[ClH:11].[CH2:12]=O, predict the reaction product. The product is: [Cl:11][CH2:12][C:5]1[CH:6]=[CH:7][C:2]([OH:1])=[C:3]([C:8](=[O:10])[CH3:9])[CH:4]=1. (7) The product is: [CH2:1]([O:8][C:9]([NH:11][C:12]1([CH2:16][C:17]([O:19][CH2:21][C:22](=[O:23])[C:24]2[CH:29]=[CH:28][C:27]([S:30]([F:35])([F:31])([F:32])([F:33])[F:34])=[CH:26][CH:25]=2)=[O:18])[CH2:13][O:14][CH2:15]1)=[O:10])[C:2]1[CH:7]=[CH:6][CH:5]=[CH:4][CH:3]=1. Given the reactants [CH2:1]([O:8][C:9]([NH:11][C:12]1([CH2:16][C:17]([OH:19])=[O:18])[CH2:15][O:14][CH2:13]1)=[O:10])[C:2]1[CH:7]=[CH:6][CH:5]=[CH:4][CH:3]=1.Br[CH2:21][C:22]([C:24]1[CH:29]=[CH:28][C:27]([S:30]([F:35])([F:34])([F:33])([F:32])[F:31])=[CH:26][CH:25]=1)=[O:23], predict the reaction product.